From a dataset of Catalyst prediction with 721,799 reactions and 888 catalyst types from USPTO. Predict which catalyst facilitates the given reaction. (1) Product: [C:1]([O:5][C:6](=[O:7])[NH:8][C@@H:9]([CH2:10][OH:11])[CH2:13][C:14]1[CH:19]=[CH:18][C:17]([C:20]2[CH:25]=[CH:24][C:23]([F:26])=[C:22]([Cl:27])[CH:21]=2)=[CH:16][CH:15]=1)([CH3:2])([CH3:4])[CH3:3]. Reactant: [C:1]([O:5][C:6]([NH:8][C@H:9]([CH2:13][C:14]1[CH:19]=[CH:18][C:17]([C:20]2[CH:25]=[CH:24][C:23]([F:26])=[C:22]([Cl:27])[CH:21]=2)=[CH:16][CH:15]=1)[C:10](O)=[O:11])=[O:7])([CH3:4])([CH3:3])[CH3:2]. The catalyst class is: 1. (2) Reactant: [OH:1][C:2]1[C:7]([NH:8]/[N:9]=[C:10]2/[C:11]([CH3:26])=[N:12][N:13]([C:16]3[CH:25]=[CH:24][C:23]4[CH2:22][CH2:21][CH2:20][CH2:19][C:18]=4[CH:17]=3)[C:14]/2=[O:15])=[CH:6][CH:5]=[CH:4][C:3]=1[C:27]1[O:31][C:30]([C:32]([OH:34])=[O:33])=[CH:29][CH:28]=1.[OH-].[Na+:36]. Product: [Na+:36].[Na+:36].[OH:1][C:2]1[C:7]([NH:8]/[N:9]=[C:10]2/[C:11]([CH3:26])=[N:12][N:13]([C:16]3[CH:25]=[CH:24][C:23]4[CH2:22][CH2:21][CH2:20][CH2:19][C:18]=4[CH:17]=3)[C:14]/2=[O:15])=[CH:6][CH:5]=[CH:4][C:3]=1[C:27]1[O:31][C:30]([C:32]([O-:34])=[O:33])=[CH:29][CH:28]=1.[OH:1][C:2]1[C:7]([NH:8]/[N:9]=[C:10]2/[C:11]([CH3:26])=[N:12][N:13]([C:16]3[CH:25]=[CH:24][C:23]4[CH2:22][CH2:21][CH2:20][CH2:19][C:18]=4[CH:17]=3)[C:14]/2=[O:15])=[CH:6][CH:5]=[CH:4][C:3]=1[C:27]1[O:31][C:30]([C:32]([O-:34])=[O:33])=[CH:29][CH:28]=1. The catalyst class is: 7. (3) Product: [Br:2][C:3]#[C:52][C:49]1([CH2:48][O:47][Si:30]([C:43]([CH3:45])([CH3:46])[CH3:44])([C:31]2[CH:36]=[CH:35][CH:34]=[CH:33][CH:32]=2)[C:37]2[CH:38]=[CH:39][CH:40]=[CH:41][CH:42]=2)[CH2:51][CH2:50]1. Reactant: [Br-].[Br:2][CH:3]([P+](C1C=CC=CC=1)(C1C=CC=CC=1)C1C=CC=CC=1)Br.C(O[K])(C)(C)C.[Si:30]([O:47][CH2:48][C:49]1([CH:52]=O)[CH2:51][CH2:50]1)([C:43]([CH3:46])([CH3:45])[CH3:44])([C:37]1[CH:42]=[CH:41][CH:40]=[CH:39][CH:38]=1)[C:31]1[CH:36]=[CH:35][CH:34]=[CH:33][CH:32]=1. The catalyst class is: 1. (4) Reactant: [CH2:1]([O:8][NH:9][C@H:10]1[CH2:15][NH:14][C@H:13]([C:16]([NH2:18])=[O:17])[CH2:12][CH2:11]1)[C:2]1[CH:7]=[CH:6][CH:5]=[CH:4][CH:3]=1.C(N(CC)CC)C.[C:26]([O:30]C(OC(OC(C)(C)C)=O)=O)(C)(C)C.C(C1NC=CN=1)(C1NC=CN=1)=O.CS(O)(=O)=O.C(=O)([O-])O.[K+]. Product: [CH2:1]([O:8][N:9]1[C:26](=[O:30])[N:14]2[CH2:15][C@H:10]1[CH2:11][CH2:12][C@H:13]2[C:16]([NH2:18])=[O:17])[C:2]1[CH:3]=[CH:4][CH:5]=[CH:6][CH:7]=1. The catalyst class is: 11. (5) Reactant: [NH2:1][C:2]1[CH:7]=[CH:6][CH:5]=[CH:4][C:3]=1[NH:8][C:9](=O)/[CH:10]=[CH:11]/[C:12]1[CH:17]=[CH:16][C:15]([N:18]2[CH2:22][C:21](=[O:23])[NH:20][S:19]2(=[O:25])=[O:24])=[C:14]([O:26][CH2:27][C:28]2[CH:33]=[CH:32][CH:31]=[CH:30][CH:29]=2)[CH:13]=1. Product: [NH:1]1[C:2]2[CH:7]=[CH:6][CH:5]=[CH:4][C:3]=2[N:8]=[C:9]1/[CH:10]=[CH:11]/[C:12]1[CH:17]=[CH:16][C:15]([N:18]2[S:19](=[O:25])(=[O:24])[NH:20][C:21](=[O:23])[CH2:22]2)=[C:14]([O:26][CH2:27][C:28]2[CH:33]=[CH:32][CH:31]=[CH:30][CH:29]=2)[CH:13]=1. The catalyst class is: 15. (6) Reactant: O1C=CC(N(C[C@@H]2OC(=O)N([C:22]3C=[CH:26][C:25]([C:28]4CCNCC=4)=[C:24](F)[CH:23]=3)C2)[C:7]([O:9][CH2:10][C:11](Cl)(Cl)Cl)=[O:8])=N1.N1C=CC=C[CH:36]=1. Product: [C:7]([O:9][CH2:10][CH3:11])(=[O:8])[CH3:36].[CH3:22][CH2:23][CH2:24][CH:25]([CH3:28])[CH3:26]. The catalyst class is: 4. (7) Reactant: [NH2:1][CH2:2][CH:3]([CH3:24])[CH2:4][C:5]([NH:7][C:8]1[CH:9]=[C:10]2[C:15](=[CH:16][CH:17]=1)[N:14]([CH2:18][CH3:19])[C:13](=[O:20])[N:12]([CH2:21][CH3:22])[C:11]2=[O:23])=[O:6].[Br:25][C:26]1[CH:34]=[CH:33][C:29]([C:30](O)=[O:31])=[CH:28][C:27]=1[Cl:35].CN(C(ON1N=NC2C=CC=NC1=2)=[N+](C)C)C.F[P-](F)(F)(F)(F)F. Product: [Br:25][C:26]1[CH:34]=[CH:33][C:29]([C:30]([NH:1][CH2:2][CH:3]([CH3:24])[CH2:4][C:5]([NH:7][C:8]2[CH:9]=[C:10]3[C:15](=[CH:16][CH:17]=2)[N:14]([CH2:18][CH3:19])[C:13](=[O:20])[N:12]([CH2:21][CH3:22])[C:11]3=[O:23])=[O:6])=[O:31])=[CH:28][C:27]=1[Cl:35]. The catalyst class is: 163. (8) Reactant: [OH:1][C:2]1[CH:11]=[C:10]2[C:5]([CH2:6][CH2:7][CH:8]([NH:12][C:13](=[O:19])[O:14][C:15]([CH3:18])([CH3:17])[CH3:16])[CH2:9]2)=[CH:4][CH:3]=1.[N+]([C:23]1[CH:28]=[CH:27][N:26]=[C:25]([NH:29][C:30]([CH:32]2[CH2:34][CH2:33]2)=[O:31])[CH:24]=1)([O-])=O.C(=O)([O-])[O-].[Cs+].[Cs+]. Product: [CH:32]1([C:30]([NH:29][C:25]2[CH:24]=[C:23]([O:1][C:2]3[CH:11]=[C:10]4[C:5]([CH2:6][CH2:7][CH:8]([NH:12][C:13](=[O:19])[O:14][C:15]([CH3:16])([CH3:18])[CH3:17])[CH2:9]4)=[CH:4][CH:3]=3)[CH:28]=[CH:27][N:26]=2)=[O:31])[CH2:33][CH2:34]1. The catalyst class is: 3. (9) Reactant: [N:1]1[C:10]2[C:5](=[CH:6][N:7]=[CH:8][CH:9]=2)[CH:4]=[CH:3][C:2]=1[C:11]([OH:13])=O.O.ON1C2C=CC=CC=2N=N1.[NH2:25][CH:26]1[C:34]2[C:29](=[CH:30][CH:31]=[CH:32][CH:33]=2)[CH2:28][CH2:27]1.CCCCCC.C(OCC)(=O)C. Product: [CH:26]1([NH:25][C:11]([C:2]2[CH:3]=[CH:4][C:5]3[C:10](=[CH:9][CH:8]=[N:7][CH:6]=3)[N:1]=2)=[O:13])[C:34]2[C:29](=[CH:30][CH:31]=[CH:32][CH:33]=2)[CH2:28][CH2:27]1. The catalyst class is: 39. (10) Product: [CH3:1][O:2][C:3](=[O:12])[C:4]1[CH:9]=[C:8]([O:10][CH3:15])[C:7]([Cl:11])=[N:6][CH:5]=1. Reactant: [CH3:1][O:2][C:3](=[O:12])[C:4]1[CH:9]=[C:8]([OH:10])[C:7]([Cl:11])=[N:6][CH:5]=1.CI.[C:15](=O)([O-])[O-].[K+].[K+]. The catalyst class is: 21.